This data is from Peptide-MHC class I binding affinity with 185,985 pairs from IEDB/IMGT. The task is: Regression. Given a peptide amino acid sequence and an MHC pseudo amino acid sequence, predict their binding affinity value. This is MHC class I binding data. (1) The peptide sequence is PVILSKLML. The MHC is HLA-A02:03 with pseudo-sequence HLA-A02:03. The binding affinity (normalized) is 0.189. (2) The peptide sequence is HWKTPSFPNI. The MHC is Patr-A0401 with pseudo-sequence Patr-A0401. The binding affinity (normalized) is 0.102. (3) The peptide sequence is IFRRDQIWF. The MHC is HLA-A30:01 with pseudo-sequence HLA-A30:01. The binding affinity (normalized) is 0.0847. (4) The peptide sequence is AQASIELPSM. The MHC is HLA-A02:01 with pseudo-sequence HLA-A02:01. The binding affinity (normalized) is 0.485. (5) The peptide sequence is CIITASILLW. The MHC is HLA-B53:01 with pseudo-sequence HLA-B53:01. The binding affinity (normalized) is 0.714. (6) The binding affinity (normalized) is 0.550. The MHC is HLA-B15:17 with pseudo-sequence HLA-B15:17. The peptide sequence is YQRALHTSI. (7) The MHC is HLA-A02:01 with pseudo-sequence HLA-A02:01. The binding affinity (normalized) is 0.550. The peptide sequence is QLAKAIITPV. (8) The peptide sequence is KRLRPGGKK. The MHC is Patr-B0101 with pseudo-sequence Patr-B0101. The binding affinity (normalized) is 0.